Dataset: Reaction yield outcomes from USPTO patents with 853,638 reactions. Task: Predict the reaction yield, written as a fraction of the theoretical maximum amount of product (1.0 means a 100% yield; for example, 0.34 means a 34% yield). (1) The reactants are [S:1]1[CH:5]=[CH:4][N:3]=[CH:2]1.[Li]C(C)(C)C.[C:11]1([CH2:17][CH2:18][CH2:19][CH2:20][CH2:21][CH2:22][CH:23]=[O:24])[CH:16]=[CH:15][CH:14]=[CH:13][CH:12]=1. The catalyst is C1COCC1.CCOC(C)=O. The product is [C:11]1([CH2:17][CH2:18][CH2:19][CH2:20][CH2:21][CH2:22][CH:23]([C:2]2[S:1][CH:5]=[CH:4][N:3]=2)[OH:24])[CH:16]=[CH:15][CH:14]=[CH:13][CH:12]=1. The yield is 0.620. (2) The reactants are [F:1][C:2]([F:13])([F:12])[C:3]1[N:4]=[CH:5][C:6]([C:9]([OH:11])=O)=[N:7][CH:8]=1.ClC(N(C)C)=C(C)C.C(N(C(C)C)C(C)C)C.[C:31]([O:35][C:36]([N:38]1[CH2:43][CH2:42][O:41][C@H:40]([C:44]2[CH:49]=[CH:48][C:47]([NH2:50])=[CH:46][C:45]=2[F:51])[CH2:39]1)=[O:37])([CH3:34])([CH3:33])[CH3:32]. The catalyst is ClCCl. The product is [C:31]([O:35][C:36]([N:38]1[CH2:43][CH2:42][O:41][C@H:40]([C:44]2[CH:49]=[CH:48][C:47]([NH:50][C:9]([C:6]3[CH:5]=[N:4][C:3]([C:2]([F:1])([F:13])[F:12])=[CH:8][N:7]=3)=[O:11])=[CH:46][C:45]=2[F:51])[CH2:39]1)=[O:37])([CH3:34])([CH3:32])[CH3:33]. The yield is 0.420. (3) The reactants are [Cl:1][C:2]1[CH:3]=[N:4][N:5]([CH3:16])[C:6]=1B1OC(C)(C)C(C)(C)O1.Br[C:18]1[CH:19]=[C:20]2[CH2:26][N:25]([C@@H:27]([CH2:40][C:41]3[CH:46]=[CH:45][CH:44]=[C:43]([F:47])[CH:42]=3)[CH2:28][N:29]3[C:37](=[O:38])[C:36]4[C:31](=[CH:32][CH:33]=[CH:34][CH:35]=4)[C:30]3=[O:39])[C:24](=[O:48])[C:21]2=[N:22][CH:23]=1.C(N(CC)C(C)C)(C)C.O1CCOCC1.O. The catalyst is CC(C)([P](C(C)(C)C)([Pd][P](C(C)(C)C)(C(C)(C)C)C(C)(C)C)C(C)(C)C)C. The product is [Cl:1][C:2]1[CH:3]=[N:4][N:5]([CH3:16])[C:6]=1[C:18]1[CH:19]=[C:20]2[CH2:26][N:25]([C@@H:27]([CH2:40][C:41]3[CH:46]=[CH:45][CH:44]=[C:43]([F:47])[CH:42]=3)[CH2:28][N:29]3[C:37](=[O:38])[C:36]4[C:31](=[CH:32][CH:33]=[CH:34][CH:35]=4)[C:30]3=[O:39])[C:24](=[O:48])[C:21]2=[N:22][CH:23]=1. The yield is 0.290. (4) The reactants are C(O)(C(F)(F)F)=O.[Br:8][C:9]1[N:10]=[C:11]([N:36](C(OC(C)(C)C)=O)C(OC(C)(C)C)=O)[NH:12][C:13]=1[C:14]([NH:16][CH2:17][C:18]1[CH:23]=[CH:22][C:21]([Cl:24])=[C:20]([O:25][C:26]2[CH:31]=[C:30]([C:32]#[N:33])[CH:29]=[C:28]([Cl:34])[CH:27]=2)[C:19]=1[F:35])=[O:15].C(=O)(O)[O-].[Na+]. The catalyst is ClCCl. The product is [NH2:36][C:11]1[NH:12][C:13]([C:14]([NH:16][CH2:17][C:18]2[CH:23]=[CH:22][C:21]([Cl:24])=[C:20]([O:25][C:26]3[CH:31]=[C:30]([C:32]#[N:33])[CH:29]=[C:28]([Cl:34])[CH:27]=3)[C:19]=2[F:35])=[O:15])=[C:9]([Br:8])[N:10]=1. The yield is 0.0900. (5) The reactants are [CH3:1][C:2]1[N:3]([C:11]2[CH:16]=[CH:15][C:14]([F:17])=[CH:13][C:12]=2[C:18]([F:21])([F:20])[F:19])[C:4]([CH3:10])=[CH:5][C:6]=1[C:7](Cl)=[O:8].[S:22]([NH2:32])(=[O:31])([C:24]1[CH:29]=[CH:28][C:27]([NH2:30])=[CH:26][CH:25]=1)=[O:23].C(N(C(C)C)CC)(C)C. The yield is 0.660. The catalyst is C1COCC1. The product is [S:22]([C:24]1[CH:25]=[CH:26][C:27]([NH:30][C:7]([C:6]2[CH:5]=[C:4]([CH3:10])[N:3]([C:11]3[CH:16]=[CH:15][C:14]([F:17])=[CH:13][C:12]=3[C:18]([F:21])([F:20])[F:19])[C:2]=2[CH3:1])=[O:8])=[CH:28][CH:29]=1)(=[O:23])(=[O:31])[NH2:32]. (6) The reactants are [Cl:1][C:2]1[CH:3]=[C:4]([C:8]2[O:9][N:10]=[C:11]3[CH:16]=[CH:15][C:14]([C:17]([C:25]4[CH:30]=[CH:29][C:28]([Cl:31])=[CH:27][CH:26]=4)([C:19]4[N:23]([CH3:24])[CH:22]=[N:21][CH:20]=4)[OH:18])=[CH:13][C:12]=23)[CH:5]=[CH:6][CH:7]=1.C([O-])([O-])=O.[K+].[K+]. The catalyst is O.C1COCC1. The product is [NH2:10][C:11]1[CH:16]=[CH:15][C:14]([C:17]([C:25]2[CH:26]=[CH:27][C:28]([Cl:31])=[CH:29][CH:30]=2)([OH:18])[C:19]2[N:23]([CH3:24])[CH:22]=[N:21][CH:20]=2)=[CH:13][C:12]=1[C:8]([C:4]1[CH:5]=[CH:6][CH:7]=[C:2]([Cl:1])[CH:3]=1)=[O:9]. The yield is 0.490.